Dataset: NCI-60 drug combinations with 297,098 pairs across 59 cell lines. Task: Regression. Given two drug SMILES strings and cell line genomic features, predict the synergy score measuring deviation from expected non-interaction effect. (1) Drug 1: CC1=C(C=C(C=C1)C(=O)NC2=CC(=CC(=C2)C(F)(F)F)N3C=C(N=C3)C)NC4=NC=CC(=N4)C5=CN=CC=C5. Drug 2: C1CCC(C(C1)N)N.C(=O)(C(=O)[O-])[O-].[Pt+4]. Cell line: SK-OV-3. Synergy scores: CSS=6.23, Synergy_ZIP=3.69, Synergy_Bliss=7.67, Synergy_Loewe=3.37, Synergy_HSA=3.64. (2) Drug 1: C1=C(C(=O)NC(=O)N1)F. Drug 2: N.N.Cl[Pt+2]Cl. Cell line: ACHN. Synergy scores: CSS=35.2, Synergy_ZIP=3.80, Synergy_Bliss=1.54, Synergy_Loewe=-2.88, Synergy_HSA=2.66. (3) Drug 1: CC1=C2C(C(=O)C3(C(CC4C(C3C(C(C2(C)C)(CC1OC(=O)C(C(C5=CC=CC=C5)NC(=O)OC(C)(C)C)O)O)OC(=O)C6=CC=CC=C6)(CO4)OC(=O)C)OC)C)OC. Drug 2: C1CN(P(=O)(OC1)NCCCl)CCCl. Cell line: COLO 205. Synergy scores: CSS=41.4, Synergy_ZIP=2.69, Synergy_Bliss=-6.84, Synergy_Loewe=-34.8, Synergy_HSA=-6.99.